From a dataset of Experimentally validated miRNA-target interactions with 360,000+ pairs, plus equal number of negative samples. Binary Classification. Given a miRNA mature sequence and a target amino acid sequence, predict their likelihood of interaction. (1) The miRNA is hsa-miR-548q with sequence GCUGGUGCAAAAGUAAUGGCGG. The protein sequence of the target gene is MLQNSAVLLVLVISASATHEAEQNDSVSPRKSRVAAQNSAEVVRCLNSALQVGCGAFACLENSTCDTDGMYDICKSFLYSAAKFDTQGKAFVKESLKCIANGVTSKVFLAIRRCSTFQRMIAEVQEECYSKLNVCSIAKRNPEAITEVVQLPNHFSNRYYNRLVRSLLECDEDTVSTIRDSLMEKIGPNMASLFHILQTDHCAQTHPRADFNRRRTNEPQKLKVLLRNLRGEEDSPSHIKRTSHESA. Result: 0 (no interaction). (2) The miRNA is mmu-miR-382-5p with sequence GAAGUUGUUCGUGGUGGAUUCG. The protein sequence of the target gene is MSSCSRVALVTGANRGIGLAIARELCRQFSGDVVLTARDVARGQAAVQQLQAEGLSPRFHQLDIDDLQSIRALRDFLRKEYGGLNVLVNNAAVAFKSDDPMPFDIKAEMTLKTNFFATRNMCNELLPIMKPHGRVVNISSLQCLRAFENCSEDLQERFHSETLTEGDLVDLMKKFVEDTKNEVHEREGWPNSPYGVSKLGVTVLSRILARRLDEKRKADRILVNACCPGPVKTDMDGKDSIRTVEEGAETPVYLALLPPDATEPQGQLVHDKVVQNW. Result: 0 (no interaction).